Dataset: Forward reaction prediction with 1.9M reactions from USPTO patents (1976-2016). Task: Predict the product of the given reaction. (1) The product is: [CH3:1][O:2][C:3]1[N:4]=[C:5]([NH:17][CH2:18][CH2:19][C:20]2[CH:21]=[CH:22][C:23]([O:26][CH3:27])=[CH:24][CH:25]=2)[CH:6]=[C:7]([C:9]2[CH:16]=[CH:15][CH:14]=[C:11]([C:12]3[O:13][CH:40]=[N:39][CH:38]=3)[CH:10]=2)[N:8]=1. Given the reactants [CH3:1][O:2][C:3]1[N:8]=[C:7]([C:9]2[CH:10]=[C:11]([CH:14]=[CH:15][CH:16]=2)[CH:12]=[O:13])[CH:6]=[C:5]([NH:17][CH2:18][CH2:19][C:20]2[CH:25]=[CH:24][C:23]([O:26][CH3:27])=[CH:22][CH:21]=2)[N:4]=1.S([CH2:38][N+:39]#[C-:40])(C1C=CC(C)=CC=1)(=O)=O.COCCOC, predict the reaction product. (2) Given the reactants [C:1]([OH:7])([C:3]([F:6])([F:5])[F:4])=[O:2].C(OC(=O)[N:14]=[C:15]([NH:55]C(OC(C)(C)C)=O)[NH:16][CH2:17][CH2:18][CH2:19][O:20][C:21]1[CH:26]=[C:25]([F:27])[C:24]([CH2:28][S:29][C:30]2[N:31]([C:47]3[CH:52]=[CH:51][C:50]([F:53])=[CH:49][CH:48]=3)[C:32]([C:35]([C:38]3[CH:43]=[CH:42][C:41]([Cl:44])=[C:40]([O:45][CH3:46])[CH:39]=3)([CH3:37])[CH3:36])=[CH:33][N:34]=2)=[C:23]([F:54])[CH:22]=1)(C)(C)C, predict the reaction product. The product is: [F:4][C:3]([F:6])([F:5])[C:1]([O-:7])=[O:2].[NH2:55][C:15]([NH:16][CH2:17][CH2:18][CH2:19][O:20][C:21]1[CH:26]=[C:25]([F:27])[C:24]([CH2:28][S:29][C:30]2[N:31]([C:47]3[CH:48]=[CH:49][C:50]([F:53])=[CH:51][CH:52]=3)[C:32]([C:35]([C:38]3[CH:43]=[CH:42][C:41]([Cl:44])=[C:40]([O:45][CH3:46])[CH:39]=3)([CH3:37])[CH3:36])=[CH:33][N:34]=2)=[C:23]([F:54])[CH:22]=1)=[NH2+:14]. (3) Given the reactants C(C1C=CC=C2C=1N=C(C1(C3C=CC=CC=3)CC1)C(O)=[C:8]2[C:23]([OH:25])=[O:24])C.[F:26][C:27]1[CH:28]=[C:29]2[C:33](=[CH:34][CH:35]=1)[NH:32][C:31](=O)[C:30]2=[O:37].C(OCC([C:45]1([C:48]2[CH:53]=[CH:52][C:51]([Cl:54])=[CH:50][CH:49]=2)[CH2:47][CH2:46]1)=O)(=O)C, predict the reaction product. The product is: [Cl:54][C:51]1[CH:50]=[CH:49][C:48]([C:45]2([C:31]3[C:30]([OH:37])=[C:8]([C:23]([OH:25])=[O:24])[C:29]4[C:33](=[CH:34][CH:35]=[C:27]([F:26])[CH:28]=4)[N:32]=3)[CH2:46][CH2:47]2)=[CH:53][CH:52]=1.